This data is from Full USPTO retrosynthesis dataset with 1.9M reactions from patents (1976-2016). The task is: Predict the reactants needed to synthesize the given product. (1) The reactants are: [CH:1]1([C:6]([O:8][CH2:9][C:10]2[CH:15]=[CH:14][CH:13]=[CH:12][CH:11]=2)=[O:7])[CH2:5][CH:4]=[CH:3][CH2:2]1.B1([O-])O[O:17]1.O.O.O.O.[Na+]. Given the product [OH:17][CH:3]1[CH2:4][CH2:5][CH:1]([C:6]([O:8][CH2:9][C:10]2[CH:11]=[CH:12][CH:13]=[CH:14][CH:15]=2)=[O:7])[CH2:2]1, predict the reactants needed to synthesize it. (2) Given the product [NH2:1][C:2]1[C:3]([F:23])=[CH:4][C:5]([Cl:22])=[C:6]([C:8]2[C:9](=[O:21])[N:10]([CH2:19][CH3:20])[C:11]3[C:16]([CH:17]=2)=[CH:15][N:14]=[C:13]([NH:31][CH:28]2[CH2:29][CH2:30][N:25]([CH3:24])[CH2:26][CH2:27]2)[CH:12]=3)[CH:7]=1, predict the reactants needed to synthesize it. The reactants are: [NH2:1][C:2]1[C:3]([F:23])=[CH:4][C:5]([Cl:22])=[C:6]([C:8]2[C:9](=[O:21])[N:10]([CH2:19][CH3:20])[C:11]3[C:16]([CH:17]=2)=[CH:15][N:14]=[C:13](Cl)[CH:12]=3)[CH:7]=1.[CH3:24][N:25]1[CH2:30][CH2:29][CH:28]([NH2:31])[CH2:27][CH2:26]1.C1CCN2C(=NCCC2)CC1. (3) Given the product [CH:23]1([C:2]2[CH:11]=[C:10]([N+:12]([O-:14])=[O:13])[CH:9]=[CH:8][C:3]=2[C:4]([O:6][CH3:7])=[O:5])[CH2:25][CH2:24]1, predict the reactants needed to synthesize it. The reactants are: Br[C:2]1[CH:11]=[C:10]([N+:12]([O-:14])=[O:13])[CH:9]=[CH:8][C:3]=1[C:4]([O:6][CH3:7])=[O:5].P([O-])([O-])([O-])=O.[K+].[K+].[K+].[CH:23]1(B(O)O)[CH2:25][CH2:24]1.C1(C)C=CC=CC=1. (4) Given the product [C:1]1([C@@H:7]2[CH2:9][C@H:8]2[NH:10][CH2:17][CH:18]2[CH2:21][N:20]([CH2:22][C:23]3[CH:32]=[CH:31][C:26]([C:27]([OH:29])=[O:28])=[CH:25][CH:24]=3)[CH2:19]2)[CH:6]=[CH:5][CH:4]=[CH:3][CH:2]=1, predict the reactants needed to synthesize it. The reactants are: [C:1]1([C@@H:7]2[CH2:9][C@H:8]2[N:10]([CH2:17][CH:18]2[CH2:21][N:20]([CH2:22][C:23]3[CH:32]=[CH:31][C:26]([C:27]([O:29]C)=[O:28])=[CH:25][CH:24]=3)[CH2:19]2)C(=O)C(F)(F)F)[CH:6]=[CH:5][CH:4]=[CH:3][CH:2]=1.[OH-].[Na+].O. (5) Given the product [Cl:3][C:4]1[C:5]([NH:10][S:22]([C:14]2[C:15]3[C:16](=[N:17][CH:18]=[CH:19][CH:20]=3)[S:21][C:13]=2[CH2:11][CH3:12])(=[O:24])=[O:23])=[N:6][O:7][C:8]=1[CH3:9], predict the reactants needed to synthesize it. The reactants are: [H-].[Na+].[Cl:3][C:4]1[C:5]([NH2:10])=[N:6][O:7][C:8]=1[CH3:9].[CH2:11]([C:13]1[S:21][C:16]2=[N:17][CH:18]=[CH:19][CH:20]=[C:15]2[C:14]=1[S:22](Cl)(=[O:24])=[O:23])[CH3:12]. (6) Given the product [F:29][C:30]1[CH:35]=[CH:34][C:33]([C:36]([F:39])([F:38])[F:37])=[CH:32][C:31]=1[NH:40][C:41]([NH:1][C:2]1[CH:3]=[CH:4][C:5]([C:8]2[C:12]([C:13]([NH2:15])=[O:14])=[C:11]([NH:16][C:17]([NH:19][CH2:20][CH2:21][CH2:22][N:23]3[CH2:24][CH2:25][O:26][CH2:27][CH2:28]3)=[O:18])[S:10][N:9]=2)=[CH:6][CH:7]=1)=[O:42], predict the reactants needed to synthesize it. The reactants are: [NH2:1][C:2]1[CH:7]=[CH:6][C:5]([C:8]2[C:12]([C:13]([NH2:15])=[O:14])=[C:11]([NH:16][C:17]([NH:19][CH2:20][CH2:21][CH2:22][N:23]3[CH2:28][CH2:27][O:26][CH2:25][CH2:24]3)=[O:18])[S:10][N:9]=2)=[CH:4][CH:3]=1.[F:29][C:30]1[CH:35]=[CH:34][C:33]([C:36]([F:39])([F:38])[F:37])=[CH:32][C:31]=1[N:40]=[C:41]=[O:42]. (7) Given the product [C:1]([O:5][C:6]([N:8]1[CH2:13][CH2:12][C:11]([CH:15]([C:16]2[CH:21]=[CH:20][C:19]([F:22])=[CH:18][CH:17]=2)[C:23]([N:45]2[CH2:44][CH2:43][N:42]([CH2:41][CH2:40][CH2:39][CH2:38][C:28]3[C:37]4[C:32](=[CH:33][CH:34]=[CH:35][CH:36]=4)[CH:31]=[CH:30][CH:29]=3)[CH2:47][CH2:46]2)=[O:25])([OH:14])[CH2:10][CH2:9]1)=[O:7])([CH3:2])([CH3:4])[CH3:3], predict the reactants needed to synthesize it. The reactants are: [C:1]([O:5][C:6]([N:8]1[CH2:13][CH2:12][C:11]([CH:15]([C:23]([OH:25])=O)[C:16]2[CH:21]=[CH:20][C:19]([F:22])=[CH:18][CH:17]=2)([OH:14])[CH2:10][CH2:9]1)=[O:7])([CH3:4])([CH3:3])[CH3:2].Cl.Cl.[C:28]1([CH2:38][CH2:39][CH2:40][CH2:41][N:42]2[CH2:47][CH2:46][NH:45][CH2:44][CH2:43]2)[C:37]2[C:32](=[CH:33][CH:34]=[CH:35][CH:36]=2)[CH:31]=[CH:30][CH:29]=1.Cl.CNC(NC)CCN=C=NCC.O.ON1C2C=CC=CC=2N=N1.